This data is from Catalyst prediction with 721,799 reactions and 888 catalyst types from USPTO. The task is: Predict which catalyst facilitates the given reaction. (1) Reactant: Br[C:2]1[CH:11]=[CH:10][C:5]2[S:6][CH2:7][CH2:8][S:9][C:4]=2[CH:3]=1.C([Li])CCC.CCCCCC.[CH:23](OCC)=[O:24].Cl. Product: [S:6]1[C:5]2[CH:10]=[CH:11][C:2]([CH:23]=[O:24])=[CH:3][C:4]=2[S:9][CH2:8][CH2:7]1. The catalyst class is: 362. (2) Reactant: [F:1][C:2]1[CH:7]=[CH:6][C:5]([CH:8]2[CH2:13][CH2:12][N:11](C(OC(C)(C)C)=O)[CH2:10][CH2:9]2)=[CH:4][C:3]=1[C:21]([O:23][CH3:24])=[O:22]. Product: [F:1][C:2]1[CH:7]=[CH:6][C:5]([CH:8]2[CH2:13][CH2:12][NH:11][CH2:10][CH2:9]2)=[CH:4][C:3]=1[C:21]([O:23][CH3:24])=[O:22]. The catalyst class is: 89. (3) Reactant: Br[CH2:2][C:3]1[C:7]2[N:8]=[CH:9][N:10]=[C:11]([Cl:12])[C:6]=2[S:5][CH:4]=1.[C:13]([O-:16])(=[O:15])[CH3:14].[Na+].[I-].[K+]. Product: [C:13]([O:16][CH2:2][C:3]1[C:7]2[N:8]=[CH:9][N:10]=[C:11]([Cl:12])[C:6]=2[S:5][CH:4]=1)(=[O:15])[CH3:14]. The catalyst class is: 39. (4) Reactant: [NH2:1][C:2]1[CH:10]=[C:9]([O:11][CH3:12])[CH:8]=[C:7]([O:13][CH3:14])[C:3]=1[C:4]([NH2:6])=[O:5].[CH2:15]([N:17]1[CH2:22][CH2:21][N:20]([CH2:23][C:24]2[CH:31]=[CH:30][C:27]([CH:28]=O)=[CH:26][CH:25]=2)[CH2:19][CH2:18]1)[CH3:16].OS([O-])=O.[Na+].CC1C=CC(S(O)(=O)=O)=CC=1.C([O-])(O)=O.[Na+]. Product: [CH2:15]([N:17]1[CH2:18][CH2:19][N:20]([CH2:23][C:24]2[CH:25]=[CH:26][C:27]([C:28]3[NH:6][C:4](=[O:5])[C:3]4[C:2](=[CH:10][C:9]([O:11][CH3:12])=[CH:8][C:7]=4[O:13][CH3:14])[N:1]=3)=[CH:30][CH:31]=2)[CH2:21][CH2:22]1)[CH3:16]. The catalyst class is: 395. (5) Reactant: [OH:1][C:2]1[CH:3]=[C:4]([CH:6]=[CH:7][CH:8]=1)[NH2:5].CC(C)([O-])C.[K+].Cl[C:16]1[CH:21]=[CH:20][N:19]=[C:18]([NH2:22])[C:17]=1[N+:23]([O-:25])=[O:24]. Product: [NH2:5][C:4]1[CH:3]=[C:2]([CH:8]=[CH:7][CH:6]=1)[O:1][C:16]1[CH:21]=[CH:20][N:19]=[C:18]([NH2:22])[C:17]=1[N+:23]([O-:25])=[O:24]. The catalyst class is: 3. (6) Reactant: C([O:5][C:6]([C@H:8]1[CH2:12][CH2:11][CH2:10][N:9]1[C:13]1[CH:18]=[CH:17][C:16]([CH3:19])=[C:15]([CH2:20][O:21][C:22]2[CH:23]=[CH:24][CH:25]=[C:26]3[C:31]=2[N:30]=[C:29]([CH3:32])[CH:28]=[CH:27]3)[C:14]=1[CH3:33])=[O:7])(C)(C)C. Product: [CH3:33][C:14]1[C:15]([CH2:20][O:21][C:22]2[CH:23]=[CH:24][CH:25]=[C:26]3[C:31]=2[N:30]=[C:29]([CH3:32])[CH:28]=[CH:27]3)=[C:16]([CH3:19])[CH:17]=[CH:18][C:13]=1[N:9]1[CH2:10][CH2:11][CH2:12][C@@H:8]1[C:6]([OH:7])=[O:5]. The catalyst class is: 617. (7) Reactant: C([O:3][C:4](=[O:36])[C:5]([O:34][CH3:35])([CH3:33])[CH2:6][C:7]1[CH:12]=[CH:11][C:10]([O:13][CH2:14][CH2:15][C:16]2[N:17]([CH2:30][CH2:31][CH3:32])[C:18](=[O:29])[N:19]([CH2:21][C:22]3[CH:27]=[CH:26][C:25]([CH3:28])=[CH:24][CH:23]=3)[CH:20]=2)=[CH:9][CH:8]=1)C.[OH-].[Na+].Cl. Product: [CH3:35][O:34][C:5]([CH3:33])([CH2:6][C:7]1[CH:8]=[CH:9][C:10]([O:13][CH2:14][CH2:15][C:16]2[N:17]([CH2:30][CH2:31][CH3:32])[C:18](=[O:29])[N:19]([CH2:21][C:22]3[CH:23]=[CH:24][C:25]([CH3:28])=[CH:26][CH:27]=3)[CH:20]=2)=[CH:11][CH:12]=1)[C:4]([OH:36])=[O:3]. The catalyst class is: 14. (8) Reactant: CC([O-])(C)C.[K+].[CH3:7][C:8](=[N:10][OH:11])[CH3:9].[CH3:12][O:13][C:14](=[O:34])[C:15]1[CH:20]=[C:19]([C:21](=[O:23])[CH3:22])[C:18](F)=[C:17]([F:25])[C:16]=1[NH:26][C:27]1[CH:32]=[CH:31][CH:30]=[CH:29][C:28]=1[Cl:33]. The catalyst class is: 1. Product: [CH3:12][O:13][C:14](=[O:34])[C:15]1[CH:20]=[C:19]([C:21](=[O:23])[CH3:22])[C:18]([O:11][N:10]=[C:8]([CH3:9])[CH3:7])=[C:17]([F:25])[C:16]=1[NH:26][C:27]1[CH:32]=[CH:31][CH:30]=[CH:29][C:28]=1[Cl:33]. (9) Reactant: [Br:1][C:2]1[CH:3]=[C:4]([S:8](Cl)(=[O:10])=[O:9])[CH:5]=[CH:6][CH:7]=1.C(N(CC)CC)C.[CH3:19][O:20][C:21]1[CH:28]=[CH:27][C:24]([CH2:25][NH2:26])=[CH:23][CH:22]=1.C([O-])(O)=O.[Na+]. Product: [Br:1][C:2]1[CH:3]=[C:4]([S:8]([NH:26][CH2:25][C:24]2[CH:27]=[CH:28][C:21]([O:20][CH3:19])=[CH:22][CH:23]=2)(=[O:10])=[O:9])[CH:5]=[CH:6][CH:7]=1. The catalyst class is: 4.